This data is from Catalyst prediction with 721,799 reactions and 888 catalyst types from USPTO. The task is: Predict which catalyst facilitates the given reaction. (1) Reactant: [CH2:1]([O:3][C:4]1[C:8]([CH2:9][CH2:10][CH2:11][OH:12])=[CH:7][N:6]([C:13]2[CH:18]=[CH:17][C:16]([C:19]([F:22])([F:21])[F:20])=[CH:15][CH:14]=2)[N:5]=1)[CH3:2].[CH2:23]([O:25][C:26]1[CH:31]=[C:30](O)[CH:29]=[CH:28][C:27]=1[CH2:33][CH2:34][C:35]([O:37]C)=[O:36])[CH3:24].C(P(CCCC)CCCC)CCC.N(C(N1CCCCC1)=O)=NC(N1CCCCC1)=O. Product: [CH2:23]([O:25][C:26]1[CH:31]=[C:30]([O:12][CH2:11][CH2:10][CH2:9][C:8]2[C:4]([O:3][CH2:1][CH3:2])=[N:5][N:6]([C:13]3[CH:18]=[CH:17][C:16]([C:19]([F:21])([F:22])[F:20])=[CH:15][CH:14]=3)[CH:7]=2)[CH:29]=[CH:28][C:27]=1[CH2:33][CH2:34][C:35]([OH:37])=[O:36])[CH3:24]. The catalyst class is: 7. (2) Reactant: [H-].[Na+].[CH2:3]([C:6]1([CH3:21])[C:11]2[NH:12][C:13]3[CH:14]=[CH:15][C:16]([CH3:19])=[CH:17][C:18]=3[C:10]=2[CH2:9][N:8]([CH3:20])[CH2:7]1)[CH:4]=[CH2:5].Br[CH2:23][C:24]([C:26]1[CH:31]=[CH:30][C:29]([F:32])=[CH:28][CH:27]=1)=[CH2:25]. Product: [CH2:3]([C:6]1([CH3:21])[C:11]2[N:12]([CH2:25][C:24]([C:26]3[CH:31]=[CH:30][C:29]([F:32])=[CH:28][CH:27]=3)=[CH2:23])[C:13]3[CH:14]=[CH:15][C:16]([CH3:19])=[CH:17][C:18]=3[C:10]=2[CH2:9][N:8]([CH3:20])[CH2:7]1)[CH:4]=[CH2:5]. The catalyst class is: 3. (3) Product: [Cl:45][C:46]1[CH:51]=[CH:50][C:49]([CH2:52][NH:53][C:42](=[O:43])[CH2:41][C@@H:24]2[CH2:23][CH:22]=[CH:21][CH2:20][C@H:19]([NH:18][C:16](=[O:17])[O:15][CH2:14][CH:12]3[C:11]4[CH:6]=[CH:7][CH:8]=[CH:9][C:10]=4[C:1]4[C:13]3=[CH:5][CH:4]=[CH:3][CH:2]=4)[C:30](=[O:31])[O:29][C@H:28]([C:32]3[CH:33]=[CH:34][CH:35]=[CH:36][CH:37]=3)[C@H:27]([CH3:38])[N:26]([CH3:39])[C:25]2=[O:40])=[CH:48][CH:47]=1. The catalyst class is: 3. Reactant: [CH:1]1[C:13]2[CH:12]([CH2:14][O:15][C:16]([NH:18][C@@H:19]3[C:30](=[O:31])[O:29][C@H:28]([C:32]4[CH:37]=[CH:36][CH:35]=[CH:34][CH:33]=4)[C@H:27]([CH3:38])[N:26]([CH3:39])[C:25](=[O:40])[C@H:24]([CH2:41][C:42](O)=[O:43])[CH2:23][CH:22]=[CH:21][CH2:20]3)=[O:17])[C:11]3[C:6](=[CH:7][CH:8]=[CH:9][CH:10]=3)[C:5]=2[CH:4]=[CH:3][CH:2]=1.[Cl:45][C:46]1[CH:51]=[CH:50][C:49]([CH2:52][NH2:53])=[CH:48][CH:47]=1.CO.C(Cl)Cl. (4) Reactant: Cl[C:2]1[N:7]=[C:6]([Cl:8])[N:5]=[C:4]([NH:9][C:10]2[CH:15]=[CH:14][C:13]([P:16]([CH3:19])([CH3:18])=[O:17])=[CH:12][CH:11]=2)[N:3]=1.C(N(CC)CC)C.[CH3:27][C:28]1[CH:29]=[C:30]([CH:32]=[C:33]([CH3:35])[CH:34]=1)[NH2:31]. Product: [Cl:8][C:6]1[N:7]=[C:2]([NH:31][C:30]2[CH:32]=[C:33]([CH3:35])[CH:34]=[C:28]([CH3:27])[CH:29]=2)[N:3]=[C:4]([NH:9][C:10]2[CH:15]=[CH:14][C:13]([P:16]([CH3:19])([CH3:18])=[O:17])=[CH:12][CH:11]=2)[N:5]=1. The catalyst class is: 8. (5) Reactant: [OH:1][C:2]1[CH:10]=[CH:9][CH:8]=[C:4]([C:5]([OH:7])=[O:6])[C:3]=1[NH2:11].[Br:12]Br.CO.O. Product: [NH2:11][C:3]1[C:2]([OH:1])=[CH:10][C:9]([Br:12])=[CH:8][C:4]=1[C:5]([OH:7])=[O:6]. The catalyst class is: 15. (6) The catalyst class is: 222. Reactant: I[C:2]1[CH:11]=[CH:10][CH:9]=[C:8]2[C:3]=1[CH2:4][CH2:5][N:6]=[C:7]2[CH3:12].[NH:13]1[CH2:18][CH2:17][O:16][CH2:15][CH2:14]1.C([O-])([O-])=O.[Cs+].[Cs+].C1C=CC(P(C2C(C3C(P(C4C=CC=CC=4)C4C=CC=CC=4)=CC=C4C=3C=CC=C4)=C3C(C=CC=C3)=CC=2)C2C=CC=CC=2)=CC=1. Product: [CH3:12][C:7]1[C:8]2[C:3](=[C:2]([N:13]3[CH2:18][CH2:17][O:16][CH2:15][CH2:14]3)[CH:11]=[CH:10][CH:9]=2)[CH2:4][CH2:5][N:6]=1.